From a dataset of Full USPTO retrosynthesis dataset with 1.9M reactions from patents (1976-2016). Predict the reactants needed to synthesize the given product. (1) The reactants are: [CH2:1]([O:3][C@H:4]1[CH2:9][CH2:8][C@H:7]([N:10]2[CH2:15][CH2:14][CH:13]([NH:16][C:17]3[C:18]([NH2:25])=[CH:19][CH:20]=[C:21]([O:23][CH3:24])[CH:22]=3)[CH2:12][CH2:11]2)[CH2:6][CH2:5]1)[CH3:2].C(N(C(C)C)CC)(C)C.[Cl:35][C:36](Cl)([O:38]C(=O)OC(Cl)(Cl)Cl)Cl.C([O-])([O-])=O.[Na+].[Na+]. Given the product [ClH:35].[CH2:1]([O:3][C@H:4]1[CH2:9][CH2:8][C@H:7]([N:10]2[CH2:15][CH2:14][CH:13]([N:16]3[C:17]4[CH:22]=[C:21]([O:23][CH3:24])[CH:20]=[CH:19][C:18]=4[NH:25][C:36]3=[O:38])[CH2:12][CH2:11]2)[CH2:6][CH2:5]1)[CH3:2], predict the reactants needed to synthesize it. (2) Given the product [Cl:2][C:3]1[C:8]([Cl:9])=[CH:7][CH:6]=[CH:5][C:4]=1[N:10]1[CH2:15][CH2:14][N:13]([CH2:17][CH2:18][CH2:19][N:20]2[C:24](=[O:25])[C:23]3[C:22](=[CH:29][CH:28]=[CH:27][CH:26]=3)[C:21]2=[O:30])[CH2:12][CH2:11]1, predict the reactants needed to synthesize it. The reactants are: Cl.[Cl:2][C:3]1[C:8]([Cl:9])=[CH:7][CH:6]=[CH:5][C:4]=1[N:10]1[CH2:15][CH2:14][NH:13][CH2:12][CH2:11]1.Br[CH2:17][CH2:18][CH2:19][N:20]1[C:24](=[O:25])[C:23]2=[CH:26][CH:27]=[CH:28][CH:29]=[C:22]2[C:21]1=[O:30].C([O-])([O-])=O.[K+].[K+]. (3) Given the product [C:31]([O:30][C:28](=[O:29])[CH2:27][N:26]1[C:25](=[O:35])[CH:24]([CH2:36][C:37]2[CH:42]=[CH:41][C:40]([N:43]3[CH2:44][CH2:45][CH:46]([NH:5][CH2:6][C@H:7]([OH:8])[C:9]4[CH:10]=[CH:11][C:12]([OH:20])=[C:13]([NH:15][S:16]([CH3:19])(=[O:18])=[O:17])[CH:14]=4)[CH2:47][CH2:48]3)=[CH:39][CH:38]=2)[S:23][C:22]1=[O:21])([CH3:34])([CH3:32])[CH3:33], predict the reactants needed to synthesize it. The reactants are: C(O)(=O)C.[NH2:5][CH2:6][C@@H:7]([C:9]1[CH:10]=[CH:11][C:12]([OH:20])=[C:13]([NH:15][S:16]([CH3:19])(=[O:18])=[O:17])[CH:14]=1)[OH:8].[O:21]=[C:22]1[N:26]([CH2:27][C:28]([O:30][C:31]([CH3:34])([CH3:33])[CH3:32])=[O:29])[C:25](=[O:35])[CH:24]([CH2:36][C:37]2[CH:42]=[CH:41][C:40]([N:43]3[CH2:48][CH2:47][C:46](=O)[CH2:45][CH2:44]3)=[CH:39][CH:38]=2)[S:23]1.C(O[BH-](OC(=O)C)OC(=O)C)(=O)C.[Na+]. (4) Given the product [O:1]=[C:2]1[C:7]([C:8]([NH2:14])=[O:9])=[N:6][NH:5][C:4](=[S:13])[NH:3]1, predict the reactants needed to synthesize it. The reactants are: [O:1]=[C:2]1[C:7]([C:8](OCC)=[O:9])=[N:6][NH:5][C:4](=[S:13])[NH:3]1.[NH3:14]. (5) Given the product [C:19]([O:23][C:24](=[O:25])[C:26]1[CH:31]=[CH:30][CH:29]=[C:28]([C:32]2[O:36][CH:35]=[N:34][C:33]=2[C:37](=[O:38])[NH:18][C:15]2[CH:16]=[CH:17][N:13]([CH2:12][C:10]3[O:11][C:7]([C:2](=[O:6])[CH3:1])=[CH:8][CH:9]=3)[N:14]=2)[CH:27]=1)([CH3:22])([CH3:20])[CH3:21], predict the reactants needed to synthesize it. The reactants are: [CH3:1][C:2]1([C:7]2[O:11][C:10]([CH2:12][N:13]3[CH:17]=[CH:16][C:15]([NH2:18])=[N:14]3)=[CH:9][CH:8]=2)[O:6]CCO1.[C:19]([O:23][C:24]([C:26]1[CH:27]=[C:28]([C:32]2[O:36][CH:35]=[N:34][C:33]=2[C:37](O)=[O:38])[CH:29]=[CH:30][CH:31]=1)=[O:25])([CH3:22])([CH3:21])[CH3:20]. (6) Given the product [C:8]([C:5]1[CH:4]=[CH:3][C:2]([C:11]#[N:12])=[N:7][CH:6]=1)(=[O:10])[CH3:9], predict the reactants needed to synthesize it. The reactants are: Br[C:2]1[N:7]=[CH:6][C:5]([C:8](=[O:10])[CH3:9])=[CH:4][CH:3]=1.[C:11]([Cu])#[N:12].CCOC(C)=O.